Dataset: Forward reaction prediction with 1.9M reactions from USPTO patents (1976-2016). Task: Predict the product of the given reaction. (1) Given the reactants [CH:1]1([NH:4][C:5]([C:7]2[C:16](=[O:17])[C:15]3[C:10](=[N:11][CH:12]=[CH:13][CH:14]=3)[N:9]([C:18]3[CH:23]=[CH:22][CH:21]=[C:20](Br)[CH:19]=3)[CH:8]=2)=[O:6])[CH2:3][CH2:2]1.[S:25]([C:29]1[CH:34]=[CH:33][C:32](B2OC(C)(C)C(C)(C)O2)=[CH:31][CH:30]=1)(=[O:28])(=[O:27])[NH2:26].C1(P(C2C=CC=CC=2)C2C=CC=CC=2)C=CC=CC=1.C(=O)([O-])[O-].[Na+].[Na+], predict the reaction product. The product is: [CH:1]1([NH:4][C:5]([C:7]2[C:16](=[O:17])[C:15]3[C:10](=[N:11][CH:12]=[CH:13][CH:14]=3)[N:9]([C:18]3[CH:23]=[CH:22][CH:21]=[C:20]([C:32]4[CH:33]=[CH:34][C:29]([S:25](=[O:28])(=[O:27])[NH2:26])=[CH:30][CH:31]=4)[CH:19]=3)[CH:8]=2)=[O:6])[CH2:3][CH2:2]1. (2) Given the reactants [N:1]1[C:6]2[CH2:7][NH:8][CH2:9][C:5]=2[C:4]([NH:10][C:11]2[CH:12]=[N:13][C:14]3[C:19]([CH:20]=2)=[CH:18][CH:17]=[CH:16][CH:15]=3)=[N:3][CH:2]=1.[CH3:21][C:22]1[CH:29]=[CH:28][CH:27]=[CH:26][C:23]=1[CH:24]=O.ClCCCl.CO.C(O[BH-](OC(=O)C)OC(=O)C)(=O)C.[Na+], predict the reaction product. The product is: [CH3:21][C:22]1[CH:29]=[CH:28][CH:27]=[CH:26][C:23]=1[CH2:24][N:8]1[CH2:9][C:5]2[C:4]([NH:10][C:11]3[CH:12]=[N:13][C:14]4[C:19]([CH:20]=3)=[CH:18][CH:17]=[CH:16][CH:15]=4)=[N:3][CH:2]=[N:1][C:6]=2[CH2:7]1. (3) Given the reactants [C:1]([OH:6])(=[O:5])[C:2]([OH:4])=[O:3].[CH3:7][N:8]([CH3:39])[CH2:9][CH2:10][CH2:11][CH2:12][NH:13][C:14]([C:16]1[CH:17]=[C:18]([C:22]2[CH:27]=[CH:26][C:25]([CH2:28][S:29][CH2:30][CH2:31][O:32][C:33]3[CH:38]=[CH:37][CH:36]=[CH:35][CH:34]=3)=[CH:24][CH:23]=2)[CH:19]=[CH:20][CH:21]=1)=[O:15], predict the reaction product. The product is: [C:1]([OH:6])(=[O:5])[C:2]([OH:4])=[O:3].[CH3:39][N:8]([CH3:7])[CH2:9][CH2:10][CH2:11][CH2:12][NH:13][C:14]([C:16]1[CH:17]=[C:18]([C:22]2[CH:27]=[CH:26][C:25]([CH2:28][S:29][CH2:30][CH2:31][O:32][C:33]3[CH:34]=[CH:35][CH:36]=[CH:37][CH:38]=3)=[CH:24][CH:23]=2)[CH:19]=[CH:20][CH:21]=1)=[O:15]. (4) Given the reactants F[C:2]1C=[CH:6][C:5]([F:8])=[CH:4][C:3]=1[CH:9]1[CH2:13][CH2:12][CH2:11][N:10]1[C:14]1[CH:19]=[CH:18][N:17]2[N:20]=[CH:21][C:22]([C:23](O)=[O:24])=[C:16]2[N:15]=1.Cl.[C:27]([NH:33][NH2:34])(=[O:32])[C:28]([CH3:31])([CH3:30])[CH3:29].CC[N:37](C(C)C)C(C)C.CN(C(ON1N=NC2C=CC=NC1=2)=[N+](C)C)C.F[P-](F)(F)(F)(F)F, predict the reaction product. The product is: [F:8][C:5]1[CH:4]=[C:3]([CH:9]2[CH2:13][CH2:12][CH2:11][N:10]2[C:14]2[CH:19]=[CH:18][N:17]3[N:20]=[CH:21][C:22]([C:23]([NH:34][NH:33][C:27](=[O:32])[C:28]([CH3:31])([CH3:30])[CH3:29])=[O:24])=[C:16]3[N:15]=2)[CH:2]=[N:37][CH:6]=1. (5) Given the reactants [CH3:1][N:2]1[C:6]2[CH:7]=[CH:8][CH:9]=[CH:10][C:5]=2[O:4][C:3]1=[O:11].C1N2CN3CN(C2)CN1C3.FC(F)(F)[C:24](O)=[O:25], predict the reaction product. The product is: [CH3:1][N:2]1[C:6]2[CH:7]=[CH:8][C:9]([CH:24]=[O:25])=[CH:10][C:5]=2[O:4][C:3]1=[O:11]. (6) Given the reactants [NH2:1][C:2]1[N:7]=[C:6]([NH:8][C@H:9]([C:11]2[N:20]([C:21]3[CH:26]=[CH:25][CH:24]=[CH:23][CH:22]=3)[C:19](=[O:27])[C:18]3[C:13](=[CH:14][CH:15]=[CH:16][C:17]=3Cl)[N:12]=2)[CH3:10])[C:5]([C:29]#[N:30])=[CH:4][N:3]=1.[CH3:31][C:32]1[N:37]=[CH:36][C:35](B2OC(C)(C)C(C)(C)O2)=[CH:34][N:33]=1.C([O-])([O-])=O.[Na+].[Na+].CC(OC1C=CC=C(OC(C)C)C=1C1C(P(C2CCCCC2)C2CCCCC2)=CC=CC=1)C, predict the reaction product. The product is: [NH2:1][C:2]1[N:7]=[C:6]([NH:8][C@H:9]([C:11]2[N:20]([C:21]3[CH:26]=[CH:25][CH:24]=[CH:23][CH:22]=3)[C:19](=[O:27])[C:18]3[C:13](=[CH:14][CH:15]=[CH:16][C:17]=3[C:35]3[CH:34]=[N:33][C:32]([CH3:31])=[N:37][CH:36]=3)[N:12]=2)[CH3:10])[C:5]([C:29]#[N:30])=[CH:4][N:3]=1. (7) The product is: [C:24]([OH:27])(=[O:26])[CH3:25].[CH2:1]([O:8][C:9]([N:11]1[CH2:15][CH2:14][C@@H:13]([NH2:21])[CH2:12]1)=[O:10])[C:2]1[CH:7]=[CH:6][CH:5]=[CH:4][CH:3]=1. Given the reactants [CH2:1]([O:8][C:9]([N:11]1[CH2:15][CH2:14][C@H:13](OS(C)(=O)=O)[CH2:12]1)=[O:10])[C:2]1[CH:7]=[CH:6][CH:5]=[CH:4][CH:3]=1.[NH3:21].[OH-].[Na+].[C:24]([OH:27])(=[O:26])[CH3:25], predict the reaction product. (8) Given the reactants C([O:3][C:4]([C:6]1[C:7]2[CH2:8][C@H:9]3[CH2:21][C@H:10]3[C:11]=2[N:12]([C:14]2[CH:19]=[C:18]([Br:20])[CH:17]=[CH:16][N:15]=2)[N:13]=1)=[O:5])C.[OH-].[Na+], predict the reaction product. The product is: [Br:20][C:18]1[CH:17]=[CH:16][N:15]=[C:14]([N:12]2[C:11]3[C@@H:10]4[CH2:21][C@@H:9]4[CH2:8][C:7]=3[C:6]([C:4]([OH:5])=[O:3])=[N:13]2)[CH:19]=1. (9) Given the reactants C([O:5][C:6](=[O:28])[CH2:7][NH:8][C:9]1[CH:14]=[CH:13][C:12]([C:15]#[N:16])=[CH:11][C:10]=1[NH:17][C:18](=O)[CH2:19][O:20][C:21]1[CH:26]=[CH:25][CH:24]=[CH:23][CH:22]=1)(C)(C)C, predict the reaction product. The product is: [C:15]([C:12]1[CH:13]=[CH:14][C:9]2[N:8]([CH2:7][C:6]([OH:5])=[O:28])[C:18]([CH2:19][O:20][C:21]3[CH:26]=[CH:25][CH:24]=[CH:23][CH:22]=3)=[N:17][C:10]=2[CH:11]=1)#[N:16].